The task is: Predict which catalyst facilitates the given reaction.. This data is from Catalyst prediction with 721,799 reactions and 888 catalyst types from USPTO. Reactant: [CH2:1]1[C:7]2=[C:8]3[C:12](=[CH:13][CH:14]=[C:6]2[O:5][CH2:4][CH2:3][N:2]1C(OC(C)(C)C)=O)[NH:11][CH:10]=[CH:9]3.[H-].[Na+].CN(C=O)C.[S:29]1[CH:33]=[CH:32][CH:31]=[C:30]1[S:34](Cl)(=[O:36])=[O:35]. Product: [S:29]1[CH:33]=[CH:32][CH:31]=[C:30]1[S:34]([N:11]1[C:12]2[C:8](=[C:7]3[CH2:1][NH:2][CH2:3][CH2:4][O:5][C:6]3=[CH:14][CH:13]=2)[CH:9]=[CH:10]1)(=[O:36])=[O:35]. The catalyst class is: 547.